Task: Binary Classification. Given a drug SMILES string, predict its activity (active/inactive) in a high-throughput screening assay against a specified biological target.. Dataset: KCNQ2 potassium channel screen with 302,405 compounds The compound is s1nc(c(N)c1C(=O)N(C(c1ccc(O)cc1)C(=O)NCc1ccccc1)Cc1cccnc1)C(=O)N. The result is 0 (inactive).